The task is: Predict the reactants needed to synthesize the given product.. This data is from Full USPTO retrosynthesis dataset with 1.9M reactions from patents (1976-2016). (1) The reactants are: [F:1][C:2]1[CH:7]=[CH:6][C:5]([N:8]2[CH:13]=[CH:12][CH:11]=[C:10]([C:14]([O:16]C)=[O:15])[C:9]2=[O:18])=[CH:4][CH:3]=1.[OH-].[Na+].Cl. Given the product [F:1][C:2]1[CH:7]=[CH:6][C:5]([N:8]2[CH:13]=[CH:12][CH:11]=[C:10]([C:14]([OH:16])=[O:15])[C:9]2=[O:18])=[CH:4][CH:3]=1, predict the reactants needed to synthesize it. (2) The reactants are: [CH3:1][C:2]1([CH3:10])[C:5](=[O:6])[CH2:4][CH:3]1C(O)=O.C1(P([N:25]=[N+]=[N-])(C2C=CC=CC=2)=O)C=CC=CC=1.[C:28]([OH:32])([CH3:31])([CH3:30])[CH3:29].[C:33](=[O:36])(O)[O-].[Na+]. Given the product [C:28]([O:32][C:33](=[O:36])[NH:25][CH:3]1[CH2:4][C:5](=[O:6])[C:2]1([CH3:1])[CH3:10])([CH3:31])([CH3:30])[CH3:29], predict the reactants needed to synthesize it. (3) Given the product [CH2:1]([O:3][C:4](=[O:39])[NH:5][C:6]1[NH:15][C:14]2[C:9]([N:8]=1)=[N:10][CH:11]=[C:12]([C:16]1[CH:17]=[CH:18][C:19]3[O:25][CH2:24][CH2:23][N:22]([C:26]4[C:35]5[CH2:34][C:33]([CH3:36])([CH3:37])[CH2:32][CH2:31][C:30]=5[N:29]=[CH:28][N:27]=4)[CH2:21][C:20]=3[CH:38]=1)[CH:13]=2)[CH3:2], predict the reactants needed to synthesize it. The reactants are: [CH2:1]([O:3][C:4](=[O:39])[NH:5][C:6]([NH:8][C:9]1[C:14]([NH2:15])=[CH:13][C:12]([C:16]2[CH:17]=[CH:18][C:19]3[O:25][CH2:24][CH2:23][N:22]([C:26]4[C:35]5[CH2:34][C:33]([CH3:37])([CH3:36])[CH2:32][CH2:31][C:30]=5[N:29]=[CH:28][N:27]=4)[CH2:21][C:20]=3[CH:38]=2)=[CH:11][N:10]=1)=C)[CH3:2].